Dataset: Forward reaction prediction with 1.9M reactions from USPTO patents (1976-2016). Task: Predict the product of the given reaction. The product is: [CH2:34]([CH:33]([C:32]1[C:27]2[N:28]([C:24]([C:22]3[S:23][C:19]([C:2]4[CH:3]=[N:4][CH:5]=[CH:6][CH:7]=4)=[CH:20][C:21]=3[C:40]#[N:41])=[C:25]([CH3:39])[N:26]=2)[N:29]=[C:30]([CH3:38])[CH:31]=1)[CH2:36][CH3:37])[CH3:35]. Given the reactants I[C:2]1[CH:3]=[N:4][CH:5]=[CH:6][CH:7]=1.C1COCC1.[Li]C(C)(C)C.Br[C:19]1[S:23][C:22]([C:24]2[N:28]3[N:29]=[C:30]([CH3:38])[CH:31]=[C:32]([CH:33]([CH2:36][CH3:37])[CH2:34][CH3:35])[C:27]3=[N:26][C:25]=2[CH3:39])=[C:21]([C:40]#[N:41])[CH:20]=1, predict the reaction product.